From a dataset of Reaction yield outcomes from USPTO patents with 853,638 reactions. Predict the reaction yield, written as a fraction of the theoretical maximum amount of product (1.0 means a 100% yield; for example, 0.34 means a 34% yield). (1) The reactants are C[CH:2]1[C@H:8]2[N:9]([CH3:10])[C@H:5]([CH2:6][CH2:7]2)[C:4](=[N:11][CH2:12][C:13]2[CH:18]=[CH:17][CH:16]=[CH:15][CH:14]=2)[CH2:3]1.[CH3:19][O:20][C:21]1[CH:26]=[CH:25][C:24]([CH2:27][C:28](Cl)=[O:29])=[CH:23][CH:22]=1.Cl[CH2:32]Cl. No catalyst specified. The product is [CH3:19][O:20][C:21]1[CH:26]=[CH:25][C:24]([CH2:27][C:28]([N:11]([CH2:12][C:13]2[CH:14]=[CH:15][C:16]([CH3:32])=[CH:17][CH:18]=2)[C:4]2[C@H:5]3[N:9]([CH3:10])[C@H:8]([CH2:7][CH2:6]3)[CH2:2][CH:3]=2)=[O:29])=[CH:23][CH:22]=1. The yield is 0.180. (2) The reactants are [S:1]1[C:5]2[CH:6]=[CH:7][CH:8]=[CH:9][C:4]=2[N:3]=[C:2]1[NH:10][C:11](=[O:51])[N:12]([CH2:28][CH2:29][CH2:30][CH2:31][NH:32][C:33]([CH:35]1[CH2:40][CH2:39][N:38](C(OCC2C=CC=CC=2)=O)[CH2:37][CH2:36]1)=[O:34])[CH2:13][CH2:14][CH:15]([C:22]1[CH:27]=[CH:26][CH:25]=[CH:24][CH:23]=1)[C:16]1[CH:21]=[CH:20][CH:19]=[CH:18][CH:17]=1.Br. The catalyst is O1CCOCC1.CC(O)=O. The product is [S:1]1[C:5]2[CH:6]=[CH:7][CH:8]=[CH:9][C:4]=2[N:3]=[C:2]1[NH:10][C:11](=[O:51])[N:12]([CH2:13][CH2:14][CH:15]([C:16]1[CH:21]=[CH:20][CH:19]=[CH:18][CH:17]=1)[C:22]1[CH:23]=[CH:24][CH:25]=[CH:26][CH:27]=1)[CH2:28][CH2:29][CH2:30][CH2:31][NH:32][C:33]([CH:35]1[CH2:36][CH2:37][NH:38][CH2:39][CH2:40]1)=[O:34]. The yield is 0.600.